Dataset: Catalyst prediction with 721,799 reactions and 888 catalyst types from USPTO. Task: Predict which catalyst facilitates the given reaction. (1) Reactant: [N+:1]([C:4]1[CH:21]=[CH:20][CH:19]=[CH:18][C:5]=1[CH:6]=[N:7][C:8]1[CH:13]=[CH:12][C:11]([C:14]([F:17])([F:16])[F:15])=[CH:10][CH:9]=1)([O-:3])=[O:2].B(F)(F)F.CCOCC.[CH2:31]=[C:32]([CH3:34])[CH3:33]. Product: [CH3:31][C:32]1([CH3:34])[C:9]2[C:8](=[CH:13][CH:12]=[C:11]([C:14]([F:15])([F:16])[F:17])[CH:10]=2)[NH:7][CH:6]([C:5]2[CH:18]=[CH:19][CH:20]=[CH:21][C:4]=2[N+:1]([O-:3])=[O:2])[CH2:33]1. The catalyst class is: 10. (2) Product: [CH2:1]([N:3]([CH2:23][CH3:24])[C:4]([C:6]1[CH:19]=[CH:18][C:9]2[N:10]([CH2:11][CH2:12][C:13]([O:15][CH3:16])=[O:14])[C:18]([CH2:19][C:6]3[CH:7]=[CH:8][C:28]([O:27][CH2:26][CH3:25])=[CH:30][CH:4]=3)=[N:20][C:8]=2[CH:7]=1)=[O:5])[CH3:2]. Reactant: [CH2:1]([N:3]([CH2:23][CH3:24])[C:4]([C:6]1[CH:19]=[CH:18][C:9]([NH:10][CH2:11][CH2:12][C:13]([O:15][CH2:16]C)=[O:14])=[C:8]([N+:20]([O-])=O)[CH:7]=1)=[O:5])[CH3:2].[CH3:25][CH2:26][O:27][C:28]([CH3:30])=O. The catalyst class is: 45.